This data is from Full USPTO retrosynthesis dataset with 1.9M reactions from patents (1976-2016). The task is: Predict the reactants needed to synthesize the given product. (1) Given the product [ClH:1].[Cl:1][C:2]1[CH:7]=[CH:6][CH:5]=[C:4]([Cl:8])[C:3]=1[C:9]1[NH:10][C:11]2[CH:17]=[C:16]([C:18]([Cl:27])=[O:20])[CH:15]=[CH:14][C:12]=2[N:13]=1, predict the reactants needed to synthesize it. The reactants are: [Cl:1][C:2]1[CH:7]=[CH:6][CH:5]=[C:4]([Cl:8])[C:3]=1[C:9]1[NH:10][C:11]2[CH:17]=[C:16]([C:18]([OH:20])=O)[CH:15]=[CH:14][C:12]=2[N:13]=1.CN(C=O)C.C(Cl)[Cl:27]. (2) The reactants are: C(N1C=CN=C1)([N:3]1C=CN=C1)=O.[C:13]([C:15]1[C:16]([NH:33][C:34]2[CH:39]=[C:38]([O:40][CH3:41])[C:37]([Cl:42])=[CH:36][C:35]=2[Cl:43])=[C:17]2[S:23][C:22]([C:24]3[CH:32]=[CH:31][C:27]([C:28]([OH:30])=O)=[CH:26][CH:25]=3)=[CH:21][C:18]2=[N:19][CH:20]=1)#[N:14]. Given the product [C:13]([C:15]1[C:16]([NH:33][C:34]2[CH:39]=[C:38]([O:40][CH3:41])[C:37]([Cl:42])=[CH:36][C:35]=2[Cl:43])=[C:17]2[S:23][C:22]([C:24]3[CH:32]=[CH:31][C:27]([C:28]([NH2:3])=[O:30])=[CH:26][CH:25]=3)=[CH:21][C:18]2=[N:19][CH:20]=1)#[N:14], predict the reactants needed to synthesize it. (3) Given the product [ClH:7].[ClH:7].[C:8]([C:10]1[C:11]([NH:38][C:39]([C:41]2[O:42][CH:43]=[CH:44][CH:45]=2)=[O:40])=[N:12][C:13]([C:30]2[CH:35]=[CH:34][C:33]([F:36])=[CH:32][C:31]=2[OH:37])=[CH:14][C:15]=1[C:16]1[CH:21]=[CH:20][CH:19]=[C:18]([CH2:22][N:23]2[CH2:24][CH2:25][N:26]([CH3:29])[CH2:27][CH2:28]2)[CH:17]=1)#[N:9], predict the reactants needed to synthesize it. The reactants are: C(OCC)(=O)C.[ClH:7].[C:8]([C:10]1[C:11]([NH:38][C:39]([C:41]2[O:42][CH:43]=[CH:44][CH:45]=2)=[O:40])=[N:12][C:13]([C:30]2[CH:35]=[CH:34][C:33]([F:36])=[CH:32][C:31]=2[OH:37])=[CH:14][C:15]=1[C:16]1[CH:21]=[CH:20][CH:19]=[C:18]([CH2:22][N:23]2[CH2:28][CH2:27][N:26]([CH3:29])[CH2:25][CH2:24]2)[CH:17]=1)#[N:9]. (4) Given the product [C:17]([O:21][C:22]([N:24]1[CH2:29][CH2:28][C:27]([C:9]2[S:8][C:7]3[CH:11]=[C:3]([O:2][CH3:1])[CH:4]=[CH:5][C:6]=3[CH:10]=2)([OH:30])[CH2:26][CH:25]1[CH3:31])=[O:23])([CH3:20])([CH3:18])[CH3:19], predict the reactants needed to synthesize it. The reactants are: [CH3:1][O:2][C:3]1[CH:4]=[CH:5][C:6]2[CH:10]=[CH:9][S:8][C:7]=2[CH:11]=1.[Li]CCCC.[C:17]([O:21][C:22]([N:24]1[CH2:29][CH2:28][C:27](=[O:30])[CH2:26][CH:25]1[CH3:31])=[O:23])([CH3:20])([CH3:19])[CH3:18]. (5) Given the product [ClH:32].[CH2:1]([O:3][C:4](=[O:29])[CH2:5][CH2:6][C@H:7]([NH2:21])[CH2:8][C:9]1[CH:10]=[CH:11][C:12]([C:15]2[CH:20]=[CH:19][CH:18]=[CH:17][CH:16]=2)=[CH:13][CH:14]=1)[CH3:2], predict the reactants needed to synthesize it. The reactants are: [CH2:1]([O:3][C:4](=[O:29])[CH2:5][CH2:6][C@H:7]([NH:21]C(OC(C)(C)C)=O)[CH2:8][C:9]1[CH:14]=[CH:13][C:12]([C:15]2[CH:20]=[CH:19][CH:18]=[CH:17][CH:16]=2)=[CH:11][CH:10]=1)[CH3:2].S(Cl)([Cl:32])=O. (6) The reactants are: [F:1][C:2]1[C:3]([CH2:25][N:26](C)[C:27](=O)OC(C)(C)C)=[CH:4][N:5]([S:14]([C:17]2[CH:22]=[CH:21][CH:20]=[C:19]([CH2:23][OH:24])[CH:18]=2)(=[O:16])=[O:15])[C:6]=1[C:7]1[C:8]([F:13])=[N:9][CH:10]=[CH:11][CH:12]=1.C(OCC)(=O)C.Cl. Given the product [F:1][C:2]1[C:3]([CH2:25][NH:26][CH3:27])=[CH:4][N:5]([S:14]([C:17]2[CH:18]=[C:19]([CH2:23][OH:24])[CH:20]=[CH:21][CH:22]=2)(=[O:16])=[O:15])[C:6]=1[C:7]1[C:8]([F:13])=[N:9][CH:10]=[CH:11][CH:12]=1, predict the reactants needed to synthesize it.